From a dataset of Kir2.1 potassium channel HTS with 301,493 compounds. Binary Classification. Given a drug SMILES string, predict its activity (active/inactive) in a high-throughput screening assay against a specified biological target. (1) The drug is o1c(nc2ncccc12)c1cc(NC(=O)c2occc2)c(cc1)C. The result is 0 (inactive). (2) The molecule is s1c2c(CCCC2)cc1C(=O)NCC(N1CCOCC1)c1ccc(OC)cc1. The result is 0 (inactive). (3) The molecule is Clc1sc(S(=O)(=O)NCc2cccnc2)cc1. The result is 0 (inactive). (4) The drug is S=C(NC(C)C)NN(c1ccccc1)c1ccccc1. The result is 0 (inactive). (5) The compound is O1C(OCCCCO)CC(C2CC2)C=C1C(O)=O. The result is 0 (inactive).